Dataset: Experimentally validated miRNA-target interactions with 360,000+ pairs, plus equal number of negative samples. Task: Binary Classification. Given a miRNA mature sequence and a target amino acid sequence, predict their likelihood of interaction. The miRNA is hsa-miR-219b-3p with sequence AGAAUUGCGUUUGGACAAUCAGU. The protein sequence of the target gene is MSLLNCENSCASSQSSSDCCAAMANSCSAAMKDDSVSGCVSTGNLSSSFMEEIQGYDVEFDPPLESKYECPICLMALREAVQTPCGHRFCKACITKSIRDAGHKCPVDNEILLENQLFPDNFAKREILSLTVKCPNKGCVQKMELRHLEDHQVHCEFALVICPQCQRFFQKCQINKHIIEDCPRRQVSCVNCAVPMPYEEKEIHDQSCPLANIICEYCGTILIREQMPNHYDLDCPTAPVPCTFSVFGCHEKMQRNHLARHLQENTQLHMRLLAQAVHNVNLSLRPCDASSPSRGCRPED.... Result: 0 (no interaction).